From a dataset of NCI-60 drug combinations with 297,098 pairs across 59 cell lines. Regression. Given two drug SMILES strings and cell line genomic features, predict the synergy score measuring deviation from expected non-interaction effect. (1) Drug 1: CN(CC1=CN=C2C(=N1)C(=NC(=N2)N)N)C3=CC=C(C=C3)C(=O)NC(CCC(=O)O)C(=O)O. Drug 2: COC1=NC(=NC2=C1N=CN2C3C(C(C(O3)CO)O)O)N. Cell line: OVCAR-4. Synergy scores: CSS=30.7, Synergy_ZIP=-5.50, Synergy_Bliss=-8.69, Synergy_Loewe=-55.4, Synergy_HSA=-8.25. (2) Drug 1: CC1C(C(CC(O1)OC2CC(OC(C2O)C)OC3=CC4=CC5=C(C(=O)C(C(C5)C(C(=O)C(C(C)O)O)OC)OC6CC(C(C(O6)C)O)OC7CC(C(C(O7)C)O)OC8CC(C(C(O8)C)O)(C)O)C(=C4C(=C3C)O)O)O)O. Drug 2: C(CN)CNCCSP(=O)(O)O. Cell line: HOP-62. Synergy scores: CSS=9.26, Synergy_ZIP=0.458, Synergy_Bliss=-1.54, Synergy_Loewe=-49.6, Synergy_HSA=-2.49.